This data is from Forward reaction prediction with 1.9M reactions from USPTO patents (1976-2016). The task is: Predict the product of the given reaction. (1) Given the reactants [CH3:1][O:2][C:3]([N:5]1[C@@H:13]2[C@@H:8]([CH2:9][CH2:10][CH2:11][CH2:12]2)[CH2:7][C@H:6]1[C:14]([O:16][CH3:17])=[O:15])=[O:4].C[Si](C)(C)N[Si](C)(C)C.[K].[C:28]1([S:34][S:34][C:28]2[CH:33]=[CH:32][CH:31]=[CH:30][CH:29]=2)[CH:33]=[CH:32][CH:31]=[CH:30][CH:29]=1, predict the reaction product. The product is: [CH3:1][O:2][C:3]([N:5]1[C@@H:13]2[C@@H:8]([CH2:9][CH2:10][CH2:11][CH2:12]2)[CH2:7][C:6]1([S:34][C:28]1[CH:33]=[CH:32][CH:31]=[CH:30][CH:29]=1)[C:14]([O:16][CH3:17])=[O:15])=[O:4]. (2) Given the reactants [F:1][C:2]1[C:14]([F:15])=[C:13]([F:16])[CH:12]=[CH:11][C:3]=1[NH:4][CH:5]([CH3:10])[C:6]([O:8]C)=[O:7].FC1C(F)=C(F)C=CC=1N[C@H](C)C(OC)=O, predict the reaction product. The product is: [F:1][C:2]1[C:14]([F:15])=[C:13]([F:16])[CH:12]=[CH:11][C:3]=1[NH:4][C@@H:5]([CH3:10])[C:6]([OH:8])=[O:7]. (3) Given the reactants [NH:1]1[CH2:5][CH2:4][CH2:3][CH:2]1[C:6]([OH:8])=[O:7].[CH3:9]O, predict the reaction product. The product is: [CH3:9][O:7][C:6]([CH:2]1[CH2:3][CH2:4][CH2:5][NH:1]1)=[O:8]. (4) Given the reactants [CH2:1]([C@@H:8]1[CH2:12][O:11][C:10](=[O:13])[N:9]1[C:14](=[O:37])[C@@H:15]([CH2:35][CH3:36])[CH2:16][C:17]1[CH:18]=[CH:19][C:20]([O:33][CH3:34])=[C:21]([CH:32]=1)[C:22]([O:24]CC1C=CC=CC=1)=[O:23])[C:2]1[CH:7]=[CH:6][CH:5]=[CH:4][CH:3]=1, predict the reaction product. The product is: [CH2:1]([C@@H:8]1[CH2:12][O:11][C:10](=[O:13])[N:9]1[C:14](=[O:37])[C@@H:15]([CH2:35][CH3:36])[CH2:16][C:17]1[CH:18]=[CH:19][C:20]([O:33][CH3:34])=[C:21]([CH:32]=1)[C:22]([OH:24])=[O:23])[C:2]1[CH:3]=[CH:4][CH:5]=[CH:6][CH:7]=1.